From a dataset of Forward reaction prediction with 1.9M reactions from USPTO patents (1976-2016). Predict the product of the given reaction. (1) Given the reactants Br[C:2]1[CH:11]=[CH:10][C:9]2[N:8]=[CH:7][C:6]3[N:12]([CH3:25])[C:13](=[O:24])[N:14]([C:15]4[C:16]([CH3:23])=[N:17][N:18]([CH2:20][CH2:21][OH:22])[CH:19]=4)[C:5]=3[C:4]=2[CH:3]=1.[CH3:26][O:27][C:28]1[CH:33]=[CH:32][C:31](B(O)O)=[CH:30][N:29]=1, predict the reaction product. The product is: [OH:22][CH2:21][CH2:20][N:18]1[CH:19]=[C:15]([N:14]2[C:5]3[C:4]4[CH:3]=[C:2]([C:31]5[CH:30]=[N:29][C:28]([O:27][CH3:26])=[CH:33][CH:32]=5)[CH:11]=[CH:10][C:9]=4[N:8]=[CH:7][C:6]=3[N:12]([CH3:25])[C:13]2=[O:24])[C:16]([CH3:23])=[N:17]1. (2) Given the reactants [Cl:1][C:2]1[CH:7]=[CH:6][C:5]([C:8]2[C:9]([O:17][C@@H:18]([CH3:23])[C:19]([F:22])([F:21])[F:20])=[N:10][CH:11]=[C:12]([CH:16]=2)C(O)=O)=[CH:4][CH:3]=1.C1C=CC(P(N=[N+]=[N-])(C2C=CC=CC=2)=[O:31])=CC=1.C([N:43]([CH2:46]C)CC)C.[C:48]([OH:52])([CH3:51])([CH3:50])[CH3:49], predict the reaction product. The product is: [C:48]([O:52][C:46](=[O:31])[NH:43][C:12]1[CH:11]=[N:10][C:9]([O:17][C@@H:18]([CH3:23])[C:19]([F:22])([F:21])[F:20])=[C:8]([C:5]2[CH:6]=[CH:7][C:2]([Cl:1])=[CH:3][CH:4]=2)[CH:16]=1)([CH3:51])([CH3:50])[CH3:49]. (3) Given the reactants C([O:3][C:4](=O)[CH2:5][C:6]([C@@H:8]1[CH2:13][CH2:12][N:11]([C:14]([O:16][CH3:17])=[O:15])[C@@H:10]([CH2:18][C:19]2[CH:24]=[CH:23][C:22]([C:25]([F:28])([F:27])[F:26])=[C:21]([F:29])[CH:20]=2)[CH2:9]1)=[O:7])C.[OH-].[Na+].[NH2:33]O.Cl, predict the reaction product. The product is: [F:29][C:21]1[CH:20]=[C:19]([CH:24]=[CH:23][C:22]=1[C:25]([F:28])([F:27])[F:26])[CH2:18][C@H:10]1[CH2:9][C@H:8]([C:6]2[O:7][NH:33][C:4](=[O:3])[CH:5]=2)[CH2:13][CH2:12][N:11]1[C:14]([O:16][CH3:17])=[O:15]. (4) Given the reactants C1(P(C2CCCCC2)[C:8]2[CH:13]=[CH:12][CH:11]=[CH:10][C:9]=2[C:14]2C=CC=CC=2N(C)C)CCCCC1.B(O)(O)C1C=CC(C)=CC=1.[F-].[K+].Cl[C:42]1[CH:51]=[C:50]2[C:45]([NH:46][CH2:47][CH:48]3[CH2:55][N:54](C(OCC4C=CC=CC=4)=O)[CH2:53][CH2:52][N:49]32)=[CH:44][CH:43]=1, predict the reaction product. The product is: [CH3:14][C:9]1[CH:10]=[CH:11][C:12]([C:42]2[CH:51]=[C:50]3[C:45]([NH:46][CH2:47][CH:48]4[CH2:55][NH:54][CH2:53][CH2:52][N:49]43)=[CH:44][CH:43]=2)=[CH:13][CH:8]=1. (5) Given the reactants Cl[C:2](Cl)(Cl)[CH:3]([OH:5])O.[Cl:8][C:9]1[C:10]([CH3:16])=[C:11]([CH:13]=[CH:14][CH:15]=1)[NH2:12].S([O-])([O-])(=O)=O.[Na+].[Na+].Cl.Cl.[NH2:26][OH:27], predict the reaction product. The product is: [Cl:8][C:9]1[C:10]([CH3:16])=[C:11]([NH:12][C:3](=[O:5])[CH:2]=[N:26][OH:27])[CH:13]=[CH:14][CH:15]=1. (6) Given the reactants [CH2:1]([O:19][CH:20]1[CH:25]([O:26][CH2:27][CH2:28][CH2:29][CH2:30][CH2:31][CH2:32][CH2:33][CH2:34][CH2:35][CH2:36][CH2:37][CH2:38][CH2:39][CH2:40][CH2:41][CH2:42][CH2:43][CH3:44])[CH:24]([O:45][CH2:46][CH2:47][CH2:48][CH2:49][CH2:50][CH2:51][CH2:52][CH2:53][CH2:54][CH2:55][CH2:56][CH2:57][CH2:58][CH2:59][CH2:60][CH2:61][CH2:62][CH3:63])[CH2:23][CH:22]([CH2:64][O:65][C:66]2[C:73]([O:74][CH3:75])=[CH:72][C:69]([CH:70]=[O:71])=[CH:68][C:67]=2[O:76][CH3:77])[CH2:21]1)[CH2:2][CH2:3][CH2:4][CH2:5][CH2:6][CH2:7][CH2:8][CH2:9][CH2:10][CH2:11][CH2:12][CH2:13][CH2:14][CH2:15][CH2:16][CH2:17][CH3:18].[BH4-].[Na+], predict the reaction product. The product is: [CH3:75][O:74][C:73]1[CH:72]=[C:69]([CH:68]=[C:67]([O:76][CH3:77])[C:66]=1[O:65][CH2:64][CH:22]1[CH2:21][CH:20]([O:19][CH2:1][CH2:2][CH2:3][CH2:4][CH2:5][CH2:6][CH2:7][CH2:8][CH2:9][CH2:10][CH2:11][CH2:12][CH2:13][CH2:14][CH2:15][CH2:16][CH2:17][CH3:18])[CH:25]([O:26][CH2:27][CH2:28][CH2:29][CH2:30][CH2:31][CH2:32][CH2:33][CH2:34][CH2:35][CH2:36][CH2:37][CH2:38][CH2:39][CH2:40][CH2:41][CH2:42][CH2:43][CH3:44])[CH:24]([O:45][CH2:46][CH2:47][CH2:48][CH2:49][CH2:50][CH2:51][CH2:52][CH2:53][CH2:54][CH2:55][CH2:56][CH2:57][CH2:58][CH2:59][CH2:60][CH2:61][CH2:62][CH3:63])[CH2:23]1)[CH2:70][OH:71].